From a dataset of Reaction yield outcomes from USPTO patents with 853,638 reactions. Predict the reaction yield, written as a fraction of the theoretical maximum amount of product (1.0 means a 100% yield; for example, 0.34 means a 34% yield). (1) The reactants are ClC(Cl)(Cl)CO[C:5]([C@@H:7]1[CH2:12][CH2:11][CH2:10][N:9]([C:13](=[O:25])[C@@H:14]([NH:16][C:17](=[O:24])[C@@H:18]([NH:22][CH3:23])[CH:19]([CH3:21])[CH3:20])[CH3:15])[NH:8]1)=[O:6].[C:28]([OH:36])(=O)[CH2:29][CH2:30][CH2:31][CH2:32][CH:33]=[CH2:34].C([N:40](CC)[CH:41]([CH3:43])[CH3:42])(C)C.C[NH3+].F[P-](F)(F)(F)(F)F.N1(OC(N(C)C)=[N+](C)C)[C:59]2N=[CH:61][CH:62]=[CH:63][C:58]=2N=N1.F[P-](F)(F)(F)(F)F. The catalyst is C(#N)C. The product is [CH:19]([C@@H:18]1[N:22]([CH3:23])[C:28](=[O:36])[CH2:29][CH2:30][CH2:31][CH2:32][CH:33]=[CH:34][C:58]2[CH:59]=[C:43]([CH:61]=[CH:62][CH:63]=2)[C@@H:41]([CH3:42])[NH:40][C:5](=[O:6])[C@H:7]2[NH:8][N:9]([CH2:10][CH2:11][CH2:12]2)[C:13](=[O:25])[C@H:14]([CH3:15])[NH:16][C:17]1=[O:24])([CH3:20])[CH3:21]. The yield is 0.740. (2) The reactants are C1(O[C:8](=[O:17])[NH:9][C:10]2[CH:11]=[N:12][CH:13]=[CH:14][C:15]=2[CH3:16])C=CC=CC=1.[S:18]1[C:22]2[CH:23]=[C:24]([NH:27][CH2:28][C:29](=[O:32])[CH2:30][CH3:31])[CH:25]=[CH:26][C:21]=2[N:20]=[CH:19]1.CO. The catalyst is C1(C)C=CC=CC=1.C(Cl)(Cl)Cl. The product is [S:18]1[C:22]2[CH:23]=[C:24]([N:27]([CH2:28][C:29](=[O:32])[CH2:30][CH3:31])[C:8]([NH:9][C:10]3[CH:11]=[N:12][CH:13]=[CH:14][C:15]=3[CH3:16])=[O:17])[CH:25]=[CH:26][C:21]=2[N:20]=[CH:19]1. The yield is 0.720. (3) The reactants are [CH3:1][O:2][C:3](=[O:15])[CH2:4][C@@:5]1([CH2:11][N:12]=[C:13]=[O:14])[CH2:9][CH2:8][C@@H:7]([CH3:10])[CH2:6]1.C1(C)C=CC=CC=1.[CH3:23][OH:24]. No catalyst specified. The product is [CH3:1][O:2][C:3](=[O:15])[CH2:4][C@@:5]1([CH2:11][NH:12][C:13]([O:24][CH3:23])=[O:14])[CH2:9][CH2:8][C@@H:7]([CH3:10])[CH2:6]1. The yield is 0.290. (4) The reactants are [CH3:1][OH:2].[Cl:3][C:4]1[CH:5]=[CH:6][C:7]([F:13])=[C:8]([CH:12]=1)[C:9](Cl)=[O:10]. The catalyst is ClCCl. The product is [CH3:1][O:2][C:9](=[O:10])[C:8]1[CH:12]=[C:4]([Cl:3])[CH:5]=[CH:6][C:7]=1[F:13]. The yield is 1.00.